Dataset: Forward reaction prediction with 1.9M reactions from USPTO patents (1976-2016). Task: Predict the product of the given reaction. (1) The product is: [CH2:12]([C:7]1[C:6]([O:19][C@@H:20]2[O:46][C@H:45]([CH2:47][O:48][C:49](=[O:54])[C:50]([CH3:51])([CH3:53])[CH3:52])[C@@H:37]([O:38][C:39](=[O:44])[C:40]([CH3:43])([CH3:42])[CH3:41])[C@H:29]([O:30][C:31](=[O:36])[C:32]([CH3:33])([CH3:35])[CH3:34])[C@H:21]2[O:22][C:23](=[O:28])[C:24]([CH3:27])([CH3:25])[CH3:26])=[N:5][NH:4][C:8]=1[CH:9]([CH3:11])[CH3:10])[C:13]1[CH:18]=[CH:17][CH:16]=[CH:15][CH:14]=1. Given the reactants C([N:4]1[C:8]([CH:9]([CH3:11])[CH3:10])=[C:7]([CH2:12][C:13]2[CH:18]=[CH:17][CH:16]=[CH:15][CH:14]=2)[C:6]([O:19][C@@H:20]2[O:46][C@H:45]([CH2:47][O:48][C:49](=[O:54])[C:50]([CH3:53])([CH3:52])[CH3:51])[C@@H:37]([O:38][C:39](=[O:44])[C:40]([CH3:43])([CH3:42])[CH3:41])[C@H:29]([O:30][C:31](=[O:36])[C:32]([CH3:35])([CH3:34])[CH3:33])[C@H:21]2[O:22][C:23](=[O:28])[C:24]([CH3:27])([CH3:26])[CH3:25])=[N:5]1)(=O)C.C(=O)(O)[O-].[Na+].O, predict the reaction product. (2) Given the reactants C([C:3]1[CH:8]=[CH:7][CH:6]=[CH:5][C:4]=1[CH:9]=[CH2:10])=C.BrBr.[CH:13]1C=CC=C[CH:14]=1, predict the reaction product. The product is: [CH:9]([C:4]1[CH:3]=[CH:8][C:7]([CH:13]=[CH2:14])=[CH:6][CH:5]=1)=[CH2:10]. (3) Given the reactants [H-].[Al+3].[Li+].[H-].[H-].[H-].[CH2:7]([N:14]1[C:18](=O)[CH2:17][C:16]([CH2:29][C:30]2[CH:35]=[CH:34][CH:33]=[CH:32][CH:31]=2)([C:20]2[CH:21]=[C:22]3[C:26](=[CH:27][CH:28]=2)[NH:25][CH:24]=[CH:23]3)[C:15]1=O)[C:8]1[CH:13]=[CH:12][CH:11]=[CH:10][CH:9]=1, predict the reaction product. The product is: [CH2:7]([N:14]1[CH2:18][CH2:17][C:16]([C:20]2[CH:21]=[C:22]3[C:26](=[CH:27][CH:28]=2)[NH:25][CH:24]=[CH:23]3)([CH2:29][C:30]2[CH:35]=[CH:34][CH:33]=[CH:32][CH:31]=2)[CH2:15]1)[C:8]1[CH:13]=[CH:12][CH:11]=[CH:10][CH:9]=1. (4) Given the reactants [F:1][C:2]1[CH:3]=[C:4]([CH:6]=[CH:7][C:8]=1[F:9])[NH2:5].[N:10]([O-])=O.[Na+].[Sn](Cl)Cl, predict the reaction product. The product is: [F:1][C:2]1[CH:3]=[C:4]([NH:5][NH2:10])[CH:6]=[CH:7][C:8]=1[F:9]. (5) Given the reactants [C:1]([CH2:5][C:6]([O:8][CH2:9][CH3:10])=[O:7])(=[O:4])[CH2:2][CH3:3].[CH:11](OCC)(OCC)OCC.[Br:21][C:22]1[CH:28]=[CH:27][C:25]([NH2:26])=[CH:24][CH:23]=1, predict the reaction product. The product is: [Br:21][C:22]1[CH:28]=[CH:27][C:25]([NH:26][CH:11]=[C:5]([C:1](=[O:4])[CH2:2][CH3:3])[C:6]([O:8][CH2:9][CH3:10])=[O:7])=[CH:24][CH:23]=1. (6) The product is: [C:2]1([CH3:1])[CH:3]=[CH:4][CH:5]=[CH:6][C:7]=1[CH2:8][CH2:9][CH:10]=[CH:11][CH2:12][CH2:13][CH2:14][CH2:16][CH2:15][CH3:20]. Given the reactants [CH3:1][CH2:2][CH2:3][CH2:4][CH2:5][CH2:6][CH:7]=[CH:8][CH2:9][CH2:10][CH2:11][CH2:12][CH2:13][CH3:14].[C:15]1(C)[CH:20]=CC=C(C=CCC)[CH:16]=1, predict the reaction product. (7) The product is: [C:34]([O:38][C:39]([N:41]1[CH2:45][CH:44]([C:46]#[N:47])[CH2:43][CH:42]1[C:48]1[NH:49][C:50]([C:53]2[CH:58]=[CH:57][C:56]([C:27]3[CH:26]=[CH:25][C:24]4[C:29](=[CH:30][CH:31]=[C:22]([C:19]5[NH:18][C:17]([CH:12]6[CH2:13][C:14](=[CH2:16])[CH2:15][N:11]6[C:9](=[O:10])[CH:5]([NH:4][C:3]([O:2][CH3:1])=[O:33])[CH:6]([CH3:8])[CH3:7])=[N:21][CH:20]=5)[CH:23]=4)[CH:28]=3)=[CH:55][CH:54]=2)=[CH:51][N:52]=1)=[O:40])([CH3:37])([CH3:35])[CH3:36]. Given the reactants [CH3:1][O:2][C:3](=[O:33])[NH:4][CH:5]([C:9]([N:11]1[CH2:15][C:14](=[CH2:16])[CH2:13][CH:12]1[C:17]1[NH:18][C:19]([C:22]2[CH:31]=[CH:30][C:29]3[C:24](=[CH:25][CH:26]=[C:27](Br)[CH:28]=3)[CH:23]=2)=[CH:20][N:21]=1)=[O:10])[CH:6]([CH3:8])[CH3:7].[C:34]([O:38][C:39]([N:41]1[CH2:45][CH:44]([C:46]#[N:47])[CH2:43][CH:42]1[C:48]1[NH:49][C:50]([C:53]2[CH:58]=[CH:57][C:56](B3OC(C)(C)C(C)(C)O3)=[CH:55][CH:54]=2)=[CH:51][N:52]=1)=[O:40])([CH3:37])([CH3:36])[CH3:35].C(=O)([O-])[O-].[K+].[K+].O, predict the reaction product. (8) Given the reactants [Si]([O:8][CH2:9][C:10]1[N:15]=[C:14](/[N:16]=[C:17]2\[S:18][CH:19]=[CH:20][N:21]\2[CH2:22][O:23][CH3:24])[CH:13]=[CH:12][CH:11]=1)(C(C)(C)C)(C)C.FC(F)(F)C(O)=O, predict the reaction product. The product is: [CH3:24][O:23][CH2:22][N:21]1[CH:20]=[CH:19][S:18]/[C:17]/1=[N:16]\[C:14]1[N:15]=[C:10]([CH2:9][OH:8])[CH:11]=[CH:12][CH:13]=1.